From a dataset of Forward reaction prediction with 1.9M reactions from USPTO patents (1976-2016). Predict the product of the given reaction. (1) Given the reactants [O:1]=[C:2]1[CH:10]2[CH:5]([CH2:6][N:7]([C:11]([O:13][C:14]([CH3:17])([CH3:16])[CH3:15])=[O:12])[CH2:8][CH2:9]2)[CH2:4][O:3]1.[Li+].C[Si]([N-][Si](C)(C)C)(C)C.Br[C:29]1[CH:34]=[CH:33][CH:32]=[CH:31][N:30]=1, predict the reaction product. The product is: [O:1]=[C:2]1[C:10]2([C:29]3[CH:34]=[CH:33][CH:32]=[CH:31][N:30]=3)[CH:5]([CH2:6][N:7]([C:11]([O:13][C:14]([CH3:17])([CH3:16])[CH3:15])=[O:12])[CH2:8][CH2:9]2)[CH2:4][O:3]1. (2) Given the reactants [N:1]([CH2:4][CH2:5][C:6]1[C:7](=[O:13])[NH:8][C:9](=[O:12])[NH:10][CH:11]=1)=[N+]=[N-].C(Cl)(Cl)Cl.CO.N, predict the reaction product. The product is: [NH2:1][CH2:4][CH2:5][C:6]1[C:7](=[O:13])[NH:8][C:9](=[O:12])[NH:10][CH:11]=1. (3) Given the reactants C(N[C:8]1[CH:13]=[CH:12][C:11]([Cl:14])=[C:10]([O:15][CH3:16])[C:9]=1[Br:17])(=O)C(C)(C)C.Cl.[Na].N([O-])=O.[Na+].[I-:24].[Na+], predict the reaction product. The product is: [Br:17][C:9]1[C:10]([O:15][CH3:16])=[C:11]([Cl:14])[CH:12]=[CH:13][C:8]=1[I:24]. (4) Given the reactants [Cl:1][C:2]1[CH:3]=[CH:4][C:5]([OH:11])=[C:6]([CH:10]=1)[C:7]([OH:9])=O.Cl.[NH2:13][C@H:14]([C:16]1[CH:25]=[CH:24][C:19]([C:20]([O:22][CH3:23])=[O:21])=[CH:18][CH:17]=1)[CH3:15].Cl.CN(C)CCCN=C=NCC.O.ON1C2C=CC=CC=2N=N1.C(N(CC)CC)C.C(=O)(O)[O-].[Na+], predict the reaction product. The product is: [Cl:1][C:2]1[CH:3]=[CH:4][C:5]([OH:11])=[C:6]([CH:10]=1)[C:7]([NH:13][C@H:14]([C:16]1[CH:25]=[CH:24][C:19]([C:20]([O:22][CH3:23])=[O:21])=[CH:18][CH:17]=1)[CH3:15])=[O:9]. (5) Given the reactants CON(C)[C:4]([CH:6]1[CH:10]([C:11]2[CH:16]=[CH:15][C:14]([Cl:17])=[C:13]([Cl:18])[CH:12]=2)[CH2:9][N:8]([CH2:19][C:20]2[CH:25]=[CH:24][CH:23]=[CH:22][CH:21]=2)[CH2:7]1)=[O:5].[H-].[Al+3].[Li+].[H-].[H-].[H-], predict the reaction product. The product is: [CH2:19]([N:8]1[CH2:9][CH:10]([C:11]2[CH:16]=[CH:15][C:14]([Cl:17])=[C:13]([Cl:18])[CH:12]=2)[CH:6]([CH:4]=[O:5])[CH2:7]1)[C:20]1[CH:21]=[CH:22][CH:23]=[CH:24][CH:25]=1. (6) Given the reactants [Br:1][C:2]1[N:7]=[C:6]([C@:8]([NH:16][S@@:17]([C:19]([CH3:22])([CH3:21])[CH3:20])=[O:18])([CH3:15])[CH2:9][C:10](OCC)=[O:11])[C:5]([F:23])=[CH:4][CH:3]=1.[H-].C([Al+]CC(C)C)C(C)C.[NH4+].[Cl-], predict the reaction product. The product is: [Br:1][C:2]1[N:7]=[C:6]([C@@:8]([NH:16][S@@:17]([C:19]([CH3:22])([CH3:21])[CH3:20])=[O:18])([CH2:9][CH:10]=[O:11])[CH3:15])[C:5]([F:23])=[CH:4][CH:3]=1. (7) Given the reactants [N:1]([C:12](C#N)(C)CCC(O)=O)=N[C:3]([C:10]#[N:11])([CH3:9])[CH2:4][CH2:5][C:6]([OH:8])=[O:7].C([C:31]1[CH:32]=[CH:33][CH:34]=[CH:35][C:30]=1[C:29]([S:28][S:28][C:29](=[S:38])[C:30]1[CH:35]=[CH:34][CH:33]=[CH:32][C:31]=1C#N)=[S:38])#N.C(OCC)(=O)C, predict the reaction product. The product is: [C:12]([C:33]1[CH:32]=[CH:31][C:30]([C:29]([SH:28])=[S:38])=[CH:35][CH:34]=1)#[N:1].[C:10]([CH:3]([CH3:9])[CH2:4][CH2:5][C:6]([OH:8])=[O:7])#[N:11]. (8) Given the reactants [CH2:1]([N:8]1[CH2:12][CH2:11][C:10]([C:14]2[CH:19]=[C:18]([F:20])[CH:17]=[C:16]([F:21])[CH:15]=2)(O)[CH2:9]1)[C:2]1[CH:7]=[CH:6][CH:5]=[CH:4][CH:3]=1.O.[OH-].[Na+], predict the reaction product. The product is: [CH2:1]([N:8]1[CH2:12][CH:11]=[C:10]([C:14]2[CH:15]=[C:16]([F:21])[CH:17]=[C:18]([F:20])[CH:19]=2)[CH2:9]1)[C:2]1[CH:3]=[CH:4][CH:5]=[CH:6][CH:7]=1.